This data is from Catalyst prediction with 721,799 reactions and 888 catalyst types from USPTO. The task is: Predict which catalyst facilitates the given reaction. (1) Reactant: [Cl:1][C:2]1[CH:7]=[C:6]([Cl:8])[CH:5]=[CH:4][C:3]=1[C:9]1[N:10]=[CH:11][N:12]([CH3:21])[C:13]=1[C:14]1[CH:19]=[CH:18][C:17]([Cl:20])=[CH:16][CH:15]=1.C([Li])CCC.[CH:27]1([N:33]=[C:34]=[O:35])[CH2:32][CH2:31][CH2:30][CH2:29][CH2:28]1. Product: [CH:27]1([NH:33][C:34]([C:11]2[N:12]([CH3:21])[C:13]([C:14]3[CH:19]=[CH:18][C:17]([Cl:20])=[CH:16][CH:15]=3)=[C:9]([C:3]3[CH:4]=[CH:5][C:6]([Cl:8])=[CH:7][C:2]=3[Cl:1])[N:10]=2)=[O:35])[CH2:32][CH2:31][CH2:30][CH2:29][CH2:28]1. The catalyst class is: 1. (2) Reactant: [NH2:1][C:2]1[NH:6][C:5]([C:7]([O:9][CH2:10][CH3:11])=[O:8])=[N:4][C:3]=1[C:12]1[CH:17]=[CH:16][CH:15]=[C:14]([Br:18])[CH:13]=1.CO[CH:21](OC)[CH2:22][CH:23](OC)OC. Product: [Br:18][C:14]1[CH:13]=[C:12]([C:3]2[N:4]=[C:5]([C:7]([O:9][CH2:10][CH3:11])=[O:8])[N:6]3[CH:23]=[CH:22][CH:21]=[N:1][C:2]=23)[CH:17]=[CH:16][CH:15]=1. The catalyst class is: 14.